Dataset: Peptide-MHC class I binding affinity with 185,985 pairs from IEDB/IMGT. Task: Regression. Given a peptide amino acid sequence and an MHC pseudo amino acid sequence, predict their binding affinity value. This is MHC class I binding data. (1) The peptide sequence is RQFPTATEF. The MHC is Mamu-B3901 with pseudo-sequence Mamu-B3901. The binding affinity (normalized) is 0.561. (2) The peptide sequence is SLVKPTVYV. The MHC is HLA-A02:06 with pseudo-sequence HLA-A02:06. The binding affinity (normalized) is 0.431. (3) The peptide sequence is QPFPPQQPY. The MHC is HLA-B54:01 with pseudo-sequence HLA-B54:01. The binding affinity (normalized) is 0. (4) The peptide sequence is VSTWQGFVY. The MHC is HLA-A01:01 with pseudo-sequence HLA-A01:01. The binding affinity (normalized) is 0.255. (5) The peptide sequence is RRIFDLIEL. The MHC is HLA-B27:05 with pseudo-sequence HLA-B27:05. The binding affinity (normalized) is 0.872. (6) The peptide sequence is ATIGTAMYK. The MHC is HLA-A01:01 with pseudo-sequence HLA-A01:01. The binding affinity (normalized) is 0.